From a dataset of Peptide-MHC class I binding affinity with 185,985 pairs from IEDB/IMGT. Regression. Given a peptide amino acid sequence and an MHC pseudo amino acid sequence, predict their binding affinity value. This is MHC class I binding data. (1) The peptide sequence is SKFKNFRVYYR. The MHC is HLA-B27:05 with pseudo-sequence HLA-B27:05. The binding affinity (normalized) is 0.0530. (2) The peptide sequence is RPAFPAGTF. The MHC is HLA-B15:01 with pseudo-sequence HLA-B15:01. The binding affinity (normalized) is 0.0847. (3) The peptide sequence is FQKVNPEGLI. The MHC is H-2-Kb with pseudo-sequence H-2-Kb. The binding affinity (normalized) is 0.0129. (4) The peptide sequence is KIFGSLAFL. The MHC is HLA-A02:06 with pseudo-sequence HLA-A02:06. The binding affinity (normalized) is 0.710. (5) The peptide sequence is ISRQIHWCW. The MHC is HLA-A01:01 with pseudo-sequence HLA-A01:01. The binding affinity (normalized) is 0.0847.